Task: Predict the product of the given reaction.. Dataset: Forward reaction prediction with 1.9M reactions from USPTO patents (1976-2016) (1) The product is: [CH3:1][O:2][C@@H:3]([C@@H:33]([N:38]([CH3:46])[C:39](=[O:45])[C@@H:40]([NH:41][C:60]([C@@:55]1([CH3:63])[CH2:56][CH2:57][CH2:58][CH2:59][N:54]1[C:52]([O:51][C:47]([CH3:50])([CH3:49])[CH3:48])=[O:53])=[O:61])[CH:42]([CH3:44])[CH3:43])[C@@H:34]([CH3:37])[CH2:35][CH3:36])[CH2:4][C:5]([N:7]1[CH2:11][CH2:10][CH2:9][C@H:8]1[C@H:12]([O:31][CH3:32])[C@@H:13]([CH3:30])[C:14](=[O:29])[NH:15][C@H:16]([C:24]1[S:25][CH:26]=[CH:27][N:28]=1)[CH2:17][C:18]1[CH:19]=[CH:20][CH:21]=[CH:22][CH:23]=1)=[O:6]. Given the reactants [CH3:1][O:2][C@@H:3]([C@@H:33]([N:38]([CH3:46])[C:39](=[O:45])[C@H:40]([CH:42]([CH3:44])[CH3:43])[NH2:41])[C@@H:34]([CH3:37])[CH2:35][CH3:36])[CH2:4][C:5]([N:7]1[CH2:11][CH2:10][CH2:9][C@H:8]1[C@H:12]([O:31][CH3:32])[C@@H:13]([CH3:30])[C:14](=[O:29])[NH:15][C@H:16]([C:24]1[S:25][CH:26]=[CH:27][N:28]=1)[CH2:17][C:18]1[CH:23]=[CH:22][CH:21]=[CH:20][CH:19]=1)=[O:6].[C:47]([O:51][C:52]([N:54]1[CH2:59][CH2:58][CH2:57][CH2:56][C@:55]1([CH3:63])[C:60](O)=[O:61])=[O:53])([CH3:50])([CH3:49])[CH3:48].CN(C(ON1N=NC2C=CC=NC1=2)=[N+](C)C)C.F[P-](F)(F)(F)(F)F.C(N(CC)C(C)C)(C)C, predict the reaction product. (2) Given the reactants C(OC(=O)[CH:5]=[C:6]1[C:12]2[CH:13]=[CH:14][CH:15]=[CH:16][C:11]=2[CH2:10][O:9][C:8]2[CH:17]=[C:18]([F:21])[CH:19]=[CH:20][C:7]1=2)C.[OH-].[Li+].C(O)(=O)C.[Br:29]N1C(=O)CCC1=O, predict the reaction product. The product is: [Br:29]/[CH:5]=[C:6]1/[C:7]2[CH:20]=[CH:19][C:18]([F:21])=[CH:17][C:8]=2[O:9][CH2:10][C:11]2[CH:16]=[CH:15][CH:14]=[CH:13][C:12]/1=2. (3) Given the reactants [O-]P([O-])([O-])=O.[K+].[K+].[K+].C(Cl)(Cl)Cl.P(C(C)(C)C)(C(C)(C)C)C(C)(C)C.[CH2:26]([O:28][C:29]([C:31]1([CH2:45][C:46]2[CH:51]=[CH:50][C:49]([C:52]#[N:53])=[CH:48][C:47]=2Br)[C:36](=[O:37])[CH2:35][CH2:34][N:33]([CH2:38][C:39]2[CH:44]=[CH:43][CH:42]=[CH:41][CH:40]=2)[CH2:32]1)=[O:30])[CH3:27], predict the reaction product. The product is: [CH2:26]([O:28][C:29]([C:31]12[C:36](=[O:37])[CH:35]([C:47]3[CH:48]=[C:49]([C:52]#[N:53])[CH:50]=[CH:51][C:46]=3[CH2:45]1)[CH2:34][N:33]([CH2:38][C:39]1[CH:44]=[CH:43][CH:42]=[CH:41][CH:40]=1)[CH2:32]2)=[O:30])[CH3:27]. (4) Given the reactants [OH:1][C:2]1[CH:3]=[C:4]([CH:9]=[CH:10][C:11]([OH:13])=[O:12])[CH:5]=[CH:6][C:7]=1[OH:8].S(Cl)(Cl)=O.[CH2:18](O)[CH3:19], predict the reaction product. The product is: [CH2:18]([O:12][C:11](=[O:13])[CH:10]=[CH:9][C:4]1[CH:5]=[CH:6][C:7]([OH:8])=[C:2]([OH:1])[CH:3]=1)[CH3:19]. (5) Given the reactants [CH:1]([C:3]1[C:12](=[O:13])[C:11]2[C:6](=[CH:7][CH:8]=[CH:9][CH:10]=2)[O:5][CH:4]=1)=O.[C:14]([O:18][C:19]([C:21]#[C:22][C:23]([O:25][C:26]([CH3:29])([CH3:28])[CH3:27])=[O:24])=[O:20])([CH3:17])([CH3:16])[CH3:15].[NH2:30][CH2:31][CH2:32][C:33]1[C:41]2[C:36](=[CH:37][CH:38]=[CH:39][CH:40]=2)[NH:35][CH:34]=1, predict the reaction product. The product is: [OH:5][C:6]1[CH:7]=[CH:8][CH:9]=[CH:10][C:11]=1[C:12]([C:3]1[CH:1]=[C:22]([C:23]([O:25][C:26]([CH3:29])([CH3:28])[CH3:27])=[O:24])[C:21]2([C:19]([O:18][C:14]([CH3:17])([CH3:16])[CH3:15])=[O:20])[N:30]([CH2:31][CH2:32][C:33]3[C:41]4[C:36](=[CH:37][CH:38]=[CH:39][CH:40]=4)[NH:35][C:34]=32)[CH:4]=1)=[O:13]. (6) Given the reactants [S:1](F)(=[O:10])([C:3]1[CH:8]=[CH:7][C:6]([NH2:9])=[CH:5][CH:4]=1)=[O:2].[NH2:12][CH2:13][C:14]([CH3:18])([CH3:17])[CH2:15][OH:16].C(N(CC)CC)C, predict the reaction product. The product is: [OH:16][CH2:15][C:14]([CH3:18])([CH3:17])[CH2:13][NH:12][S:1]([C:3]1[CH:8]=[CH:7][C:6]([NH2:9])=[CH:5][CH:4]=1)(=[O:10])=[O:2].